From a dataset of Forward reaction prediction with 1.9M reactions from USPTO patents (1976-2016). Predict the product of the given reaction. (1) Given the reactants S(Cl)(Cl)=O.[CH2:5]([O:12][C:13]1[CH:14]=[N:15][C:16]2[N:17]([N:19]=[CH:20][C:21]=2[C:22]([OH:24])=O)[CH:18]=1)[C:6]1[CH:11]=[CH:10][CH:9]=[CH:8][CH:7]=1.[C:25]([O:29][C:30](=[O:50])[NH:31][CH2:32][CH:33]1[CH2:38][CH2:37][N:36]([C:39]2[CH:48]=[C:47]3[C:42]([CH:43]=[CH:44][CH:45]=[N:46]3)=[CH:41][C:40]=2[NH2:49])[CH2:35][CH2:34]1)([CH3:28])([CH3:27])[CH3:26].C(N(C(C)C)CC)(C)C, predict the reaction product. The product is: [C:25]([O:29][C:30](=[O:50])[NH:31][CH2:32][CH:33]1[CH2:38][CH2:37][N:36]([C:39]2[CH:48]=[C:47]3[C:42]([CH:43]=[CH:44][CH:45]=[N:46]3)=[CH:41][C:40]=2[NH:49][C:22]([C:21]2[CH:20]=[N:19][N:17]3[CH:18]=[C:13]([O:12][CH2:5][C:6]4[CH:7]=[CH:8][CH:9]=[CH:10][CH:11]=4)[CH:14]=[N:15][C:16]=23)=[O:24])[CH2:35][CH2:34]1)([CH3:28])([CH3:26])[CH3:27]. (2) Given the reactants [N:1]1([C:7]2[C:12]([C:13]([O:15][CH:16]([CH3:18])[CH3:17])=[O:14])=[CH:11][CH:10]=[CH:9][N:8]=2)[CH2:6][CH2:5][NH:4][CH2:3][CH2:2]1.[N+:19]([C:22]1[CH:23]=[C:24]([CH:27]=[CH:28][CH:29]=1)[CH:25]=O)([O-:21])=[O:20].O, predict the reaction product. The product is: [N+:19]([C:22]1[CH:23]=[C:24]([CH2:25][N:4]2[CH2:3][CH2:2][N:1]([C:7]3[C:12]([C:13]([O:15][CH:16]([CH3:18])[CH3:17])=[O:14])=[CH:11][CH:10]=[CH:9][N:8]=3)[CH2:6][CH2:5]2)[CH:27]=[CH:28][CH:29]=1)([O-:21])=[O:20]. (3) Given the reactants [CH2:1]([O:3][C:4]1[CH:5]=[C:6]([CH:9]=[CH:10][CH:11]=1)[CH:7]=O)[CH3:2].[Cl:12][C:13]1[CH:14]=[C:15]([CH2:19][CH2:20][NH2:21])[CH:16]=[CH:17][CH:18]=1.[BH4-].[Na+], predict the reaction product. The product is: [Cl:12][C:13]1[CH:14]=[C:15]([CH2:19][CH2:20][NH:21][CH2:7][C:6]2[CH:9]=[CH:10][CH:11]=[C:4]([O:3][CH2:1][CH3:2])[CH:5]=2)[CH:16]=[CH:17][CH:18]=1.